Dataset: Catalyst prediction with 721,799 reactions and 888 catalyst types from USPTO. Task: Predict which catalyst facilitates the given reaction. (1) Reactant: Br[C:2]1[S:3][C:4]2[CH:10]=[CH:9][C:8]([C:11]#[N:12])=[CH:7][C:5]=2[N:6]=1.[Br-].[CH3:14][CH:15]([CH3:18])[CH2:16][Zn+].CN1C=CN=C1.ClCCl. Product: [CH2:14]([C:2]1[S:3][C:4]2[CH:10]=[CH:9][C:8]([C:11]#[N:12])=[CH:7][C:5]=2[N:6]=1)[CH:15]([CH3:18])[CH3:16]. The catalyst class is: 60. (2) Reactant: [NH2:1][CH2:2][C:3]([N:5]1[CH2:9][CH2:8][CH:7]([N:10]2[CH2:15][CH2:14][CH:13]([C:16]3[CH:21]=[CH:20][CH:19]=[CH:18][CH:17]=3)[CH2:12][CH2:11]2)[CH2:6]1)=[O:4].Cl[C:23]1[C:32]2[C:27](=[CH:28][C:29]([Cl:33])=[CH:30][CH:31]=2)[N:26]=[CH:25][N:24]=1.CCN(C(C)C)C(C)C. Product: [Cl:33][C:29]1[CH:28]=[C:27]2[C:32]([C:23]([NH:1][CH2:2][C:3]([N:5]3[CH2:9][CH2:8][CH:7]([N:10]4[CH2:11][CH2:12][CH:13]([C:16]5[CH:17]=[CH:18][CH:19]=[CH:20][CH:21]=5)[CH2:14][CH2:15]4)[CH2:6]3)=[O:4])=[N:24][CH:25]=[N:26]2)=[CH:31][CH:30]=1. The catalyst class is: 51. (3) Reactant: [CH2:1]([N:8]1[CH2:13][CH2:12][CH2:11][CH:10]([C:14]([O:16][CH2:17][CH3:18])=[O:15])[CH:9]1CCC[Br:22])[C:2]1[CH:7]=[CH:6][CH:5]=[CH:4][CH:3]=1.[C:23]1(C)[CH:28]=CC=C[CH:24]=1. Product: [Br-:22].[CH2:1]([N+:8]12[CH2:9][C:10]([C:14]([O:16][CH2:17][CH3:18])=[O:15])([CH2:11][CH2:12][CH2:13]1)[CH2:28][CH2:23][CH2:24]2)[C:2]1[CH:3]=[CH:4][CH:5]=[CH:6][CH:7]=1. The catalyst class is: 22. (4) Reactant: [CH3:1][N:2]1[CH:10]=[C:9]2[C:4]([CH:5]=[CH:6][CH:7]=[C:8]2[C@@H:11]2[CH2:13][C@H:12]2[CH2:14][NH:15]C(=O)OC(C)(C)C)=[N:3]1.[ClH:23].C(OCC)(=O)C. Product: [ClH:23].[ClH:23].[CH3:1][N:2]1[CH:10]=[C:9]2[C:4]([CH:5]=[CH:6][CH:7]=[C:8]2[C@@H:11]2[CH2:13][C@H:12]2[CH2:14][NH2:15])=[N:3]1. The catalyst class is: 13. (5) Reactant: [CH2:1]([CH2:8][NH:9][C:10]1([C:13]2[CH:18]=[CH:17][C:16]([C:19]#[C:20][C:21]3[CH:31]=[CH:30][C:24]([C:25]([O:27]CC)=[O:26])=[CH:23][CH:22]=3)=[CH:15][CH:14]=2)[CH2:12][CH2:11]1)[C:2]1[CH:7]=[CH:6][CH:5]=[CH:4][CH:3]=1.[OH-].[Na+]. Product: [CH2:1]([CH2:8][NH:9][C:10]1([C:13]2[CH:18]=[CH:17][C:16]([C:19]#[C:20][C:21]3[CH:31]=[CH:30][C:24]([C:25]([OH:27])=[O:26])=[CH:23][CH:22]=3)=[CH:15][CH:14]=2)[CH2:11][CH2:12]1)[C:2]1[CH:3]=[CH:4][CH:5]=[CH:6][CH:7]=1. The catalyst class is: 199.